Dataset: Reaction yield outcomes from USPTO patents with 853,638 reactions. Task: Predict the reaction yield, written as a fraction of the theoretical maximum amount of product (1.0 means a 100% yield; for example, 0.34 means a 34% yield). The reactants are Cl[C:2]1[N:7]=[C:6]([O:8]C)[C:5]([C:10]([NH:12][CH2:13][C:14]2[CH:19]=[CH:18][CH:17]=[C:16]([F:20])[CH:15]=2)=[O:11])=[C:4]([CH3:21])[CH:3]=1.[NH:22]1[CH2:27][CH2:26][O:25][CH2:24][CH2:23]1.[OH-].[Na+]. The catalyst is CCOC(C)=O. The product is [F:20][C:16]1[CH:15]=[C:14]([CH2:13][NH:12][C:10]([C:5]2[C:6]([OH:8])=[N:7][C:2]([N:22]3[CH2:27][CH2:26][O:25][CH2:24][CH2:23]3)=[CH:3][C:4]=2[CH3:21])=[O:11])[CH:19]=[CH:18][CH:17]=1. The yield is 0.470.